Dataset: Experimentally validated miRNA-target interactions with 360,000+ pairs, plus equal number of negative samples. Task: Binary Classification. Given a miRNA mature sequence and a target amino acid sequence, predict their likelihood of interaction. (1) The miRNA is rno-miR-181c-5p with sequence AACAUUCAACCUGUCGGUGAGU. The protein sequence of the target gene is MERVRMINVQRLLEAAEFLERRERECEHGYASSFPSMPSPRLQHSKPPRRLSRAQKHSSGSSNTSTANRSTHNELEKNRRAHLRLCLERLKVLIPLGPDCTRHTTLGLLNKAKAHIKKLEEAERKSQHQLENLEREQRFLKRRLEQLQGPQEMERIRMDSIGSTISSDRSDSEREEIEVDVESTEFSHGEADSVSTTSISDLDDHSSLQSVGSDEGYSSASVKLSFAS. Result: 0 (no interaction). (2) The miRNA is hsa-miR-34b-5p with sequence UAGGCAGUGUCAUUAGCUGAUUG. The protein sequence of the target gene is MTPQLLLALVLWASCPPCSGRKGPPAALTLPRVQCRASRYPIAVDCSWTLPPAPNSTSPVSFIATYRLGMAARGHSWPCLQQTPTSTSCTITDVQLFSMAPYVLNVTAVHPWGSSSSFVPFITEHIIKPDPPEGVRLSPLAERQLQVQWEPPGSWPFPEIFSLKYWIRYKRQGAARFHRVGPIEATSFILRAVRPRARYYVQVAAQDLTDYGELSDWSLPATATMSLGK. Result: 1 (interaction). (3) The miRNA is hsa-miR-6743-3p with sequence AGCCGCUCUUCUCCCUGCCCACA. The protein sequence of the target gene is MGRKEEEDCSSWKKQTTNIRKTFIFMEVLGSGAFSEVFLVKQRVTGKLFALKCIKKSPAFRDSSLENEIAVLKRIKHENIVTLEDIYESTTHYYLVMQLVSGGELFDRILERGVYTEKDASLVIQQVLSAVKYLHENGIVHRDLKPENLLYLTPEENSKIMITDFGLSKMEQNGVMSTACGTPGYVAPEVLAQKPYSKAVDCWSIGVITYILLCGYPPFYEETESKLFEKIKEGYYEFESPFWDDISESAKDFICHLLEKDPNERYTCEKALRHPWIDGNTALHRDIYPSVSLQIQKNFA.... Result: 0 (no interaction).